Dataset: Full USPTO retrosynthesis dataset with 1.9M reactions from patents (1976-2016). Task: Predict the reactants needed to synthesize the given product. The reactants are: [N+:1]([C:4]1[CH:5]=[N:6][C:7]2[C:12]([C:13]=1[NH:14][CH2:15][CH2:16][CH2:17][NH:18][C:19](=[O:26])[C:20]1[CH:25]=[CH:24][CH:23]=[CH:22][CH:21]=1)=[CH:11][CH:10]=[CH:9][CH:8]=2)([O-])=O.[C:27]1(C)C=CC=CC=1.C(OC(OCC)OCC)C. Given the product [N:14]1([CH2:15][CH2:16][CH2:17][NH:18][C:19](=[O:26])[C:20]2[CH:25]=[CH:24][CH:23]=[CH:22][CH:21]=2)[C:13]2[C:12]3[CH:11]=[CH:10][CH:9]=[CH:8][C:7]=3[N:6]=[CH:5][C:4]=2[N:1]=[CH:27]1, predict the reactants needed to synthesize it.